Predict the reaction yield, written as a fraction of the theoretical maximum amount of product (1.0 means a 100% yield; for example, 0.34 means a 34% yield). From a dataset of Reaction yield outcomes from USPTO patents with 853,638 reactions. (1) The reactants are [C:1]([C:3]1[CH:8]=[CH:7][C:6]([CH2:9][CH2:10][CH:11](/[CH:21]=[CH:22]/[C:23]2[CH:28]=[CH:27][CH:26]=[CH:25][C:24]=2[OH:29])[CH2:12][CH2:13][CH2:14][CH2:15][C:16]([O:18][CH2:19][CH3:20])=[O:17])=[CH:5][CH:4]=1)#[N:2].[C:30]([C:34]1[CH:41]=[CH:40][C:37]([CH2:38]Br)=[CH:36][CH:35]=1)([CH3:33])([CH3:32])[CH3:31].C(=O)([O-])[O-].[K+].[K+]. The catalyst is C(#N)C. The product is [C:30]([C:34]1[CH:35]=[CH:36][C:37]([CH2:38][O:29][C:24]2[CH:25]=[CH:26][CH:27]=[CH:28][C:23]=2/[CH:22]=[CH:21]/[CH:11]([CH2:10][CH2:9][C:6]2[CH:7]=[CH:8][C:3]([C:1]#[N:2])=[CH:4][CH:5]=2)[CH2:12][CH2:13][CH2:14][CH2:15][C:16]([O:18][CH2:19][CH3:20])=[O:17])=[CH:40][CH:41]=1)([CH3:33])([CH3:31])[CH3:32]. The yield is 0.880. (2) The reactants are Cl.[C:2](Cl)(=[O:9])[C:3]1[CH:8]=[CH:7][CH:6]=[N:5][CH:4]=1.[F:11][C:12]1[C:17]([F:18])=[CH:16][N:15]=[C:14]2[NH:19][CH:20]=[C:21]([NH2:22])[C:13]=12. The catalyst is N1C=CC=CC=1. The product is [F:11][C:12]1[C:17]([F:18])=[CH:16][N:15]=[C:14]2[NH:19][CH:20]=[C:21]([NH:22][C:2](=[O:9])[C:3]3[CH:8]=[CH:7][CH:6]=[N:5][CH:4]=3)[C:13]=12. The yield is 0.920. (3) The reactants are [CH2:1]([NH:3][C:4]([N:6]1[N:10]=[CH:9][C:8]2([CH2:14][CH2:13][CH2:12][CH2:11]2)[CH2:7]1)=[NH:5])[CH3:2].CCN(P1(N(C)CCCN1C)=NC(C)(C)C)CC.[CH3:33][C:34]1[CH:35]=[C:36]([S:47](Cl)(=[O:49])=[O:48])[CH:37]=[CH:38][C:39]=1[NH:40][C:41](=[O:46])[C:42]([F:45])([F:44])[F:43].Cl. The yield is 0.390. The catalyst is CN(C=O)C. The product is [CH2:7]1[C:8]2([CH2:14][CH2:13][CH2:12][CH2:11]2)[CH:9]=[N:10][N:6]1[C:4](=[N:5][S:47]([C:36]1[CH:37]=[CH:38][C:39]([NH:40][C:41](=[O:46])[C:42]([F:43])([F:44])[F:45])=[C:34]([CH3:33])[CH:35]=1)(=[O:49])=[O:48])[NH:3][CH2:1][CH3:2]. (4) The product is [CH3:1][N:2]1[C:14]2[C:13]3[N:12]=[C:11]([S:22]([CH3:27])(=[O:24])=[O:21])[N:10]=[CH:9][C:8]=3[CH2:7][CH2:6][C:5]=2[C:4]([C:17]([NH2:19])=[O:18])=[N:3]1. The reactants are [CH3:1][N:2]1[C:14]2[C:13]3[N:12]=[C:11](SC)[N:10]=[CH:9][C:8]=3[CH2:7][CH2:6][C:5]=2[C:4]([C:17]([NH2:19])=[O:18])=[N:3]1.O[O:21][S:22]([O-:24])=O.[K+].O.[C:27](OCC)(=O)C. The catalyst is CN(C)C=O.C(OCC)C. The yield is 0.800.